Dataset: Forward reaction prediction with 1.9M reactions from USPTO patents (1976-2016). Task: Predict the product of the given reaction. Given the reactants [Cl:1][C:2]1[CH:7]=[CH:6][C:5]([C:8]2[N:9](S(C3C=CC=CC=3)(=O)=O)[CH:10]=[C:11]([C:13]([C:15]3[CH:20]=[CH:19][C:18]([F:21])=[CH:17][CH:16]=3)=[O:14])[N:12]=2)=[CH:4][CH:3]=1.[F-].C([N+](CCCC)(CCCC)CCCC)CCC.C([O-])(O)=O.[Na+], predict the reaction product. The product is: [Cl:1][C:2]1[CH:3]=[CH:4][C:5]([C:8]2[NH:9][CH:10]=[C:11]([C:13]([C:15]3[CH:20]=[CH:19][C:18]([F:21])=[CH:17][CH:16]=3)=[O:14])[N:12]=2)=[CH:6][CH:7]=1.